From a dataset of Reaction yield outcomes from USPTO patents with 853,638 reactions. Predict the reaction yield, written as a fraction of the theoretical maximum amount of product (1.0 means a 100% yield; for example, 0.34 means a 34% yield). (1) The product is [ClH:17].[C:1](=[O:16])([S:3][CH2:4][CH2:5][CH2:6][NH:7][CH3:8])[CH3:2]. The yield is 0.880. The reactants are [C:1](=[O:16])([S:3][CH2:4][CH2:5][CH2:6][N:7](C(OC(C)(C)C)=O)[CH3:8])[CH3:2].[ClH:17]. The catalyst is C(O)C.C1(C)C=CC=CC=1. (2) The reactants are [CH2:1]([O:3][CH:4]([C:8]1[CH:13]=[CH:12][CH:11]=[C:10]([N+:14]([O-])=O)[CH:9]=1)[C:5]([OH:7])=[O:6])[CH3:2]. The catalyst is C(O)C.[Pd]. The product is [CH2:1]([O:3][CH:4]([C:8]1[CH:13]=[CH:12][CH:11]=[C:10]([NH2:14])[CH:9]=1)[C:5]([OH:7])=[O:6])[CH3:2]. The yield is 0.540. (3) The reactants are Cl[C:2]1C=C(SC2C3C(=CC(C)=CC=3)NC=2CCC(N)=O)C=C(Cl)C=1.[Cl:25][C:26]1[CH:31]=[CH:30][C:29]([S:32][C:33]2[C:41]3[C:36](=[CH:37][CH:38]=[C:39]([CH3:42])[CH:40]=3)[NH:35][C:34]=2[C:43]([OH:45])=[O:44])=[CH:28][CH:27]=1.C(Cl)(=O)C(Cl)=O. The catalyst is CO. The product is [Cl:25][C:26]1[CH:27]=[CH:28][C:29]([S:32][C:33]2[C:41]3[C:36](=[CH:37][CH:38]=[C:39]([CH3:42])[CH:40]=3)[NH:35][C:34]=2[C:43]([O:45][CH3:2])=[O:44])=[CH:30][CH:31]=1. The yield is 0.900. (4) The reactants are [F-].C([N+](CCCC)(CCCC)CCCC)CCC.C[O:20][C:21](=[O:64])[CH2:22][CH2:23][C:24]1[CH:25]=[C:26]([C:30]2[CH:35]=[CH:34][C:33]([C:36]([C:41]3[CH:46]=[CH:45][C:44]([CH2:47][CH2:48][CH:49]([O:54][Si](C(C)(C)C)(C)C)[C:50]([CH3:53])([CH3:52])[CH3:51])=[C:43]([CH3:62])[CH:42]=3)([CH2:39][CH3:40])[CH2:37][CH3:38])=[CH:32][C:31]=2[CH3:63])[CH:27]=[CH:28][CH:29]=1.P([O-])(O)(O)=O.[Na+]. The catalyst is O1CCCC1. The product is [CH2:37]([C:36]([C:33]1[CH:34]=[CH:35][C:30]([C:26]2[CH:27]=[CH:28][CH:29]=[C:24]([CH2:23][CH2:22][C:21]([OH:64])=[O:20])[CH:25]=2)=[C:31]([CH3:63])[CH:32]=1)([C:41]1[CH:46]=[CH:45][C:44]([CH2:47][CH2:48][CH:49]([OH:54])[C:50]([CH3:52])([CH3:53])[CH3:51])=[C:43]([CH3:62])[CH:42]=1)[CH2:39][CH3:40])[CH3:38]. The yield is 0.930. (5) The reactants are C([O:8][C:9]1[C:18]2[C:13](=[CH:14][CH:15]=[CH:16][CH:17]=2)[C:12]([CH2:19][CH2:20][Cl:21])=[C:11]([NH:22][C:23]([C:25]2[NH:26][C:27]3[C:32]([CH:33]=2)=[CH:31][C:30]([O:34][CH3:35])=[C:29]([O:36][CH3:37])[C:28]=3[O:38][CH3:39])=[O:24])[CH:10]=1)C1C=CC=CC=1. The catalyst is C1COCC1.[Pd]. The product is [Cl:21][CH2:20][CH2:19][C:12]1[C:13]2[C:18](=[CH:17][CH:16]=[CH:15][CH:14]=2)[C:9]([OH:8])=[CH:10][C:11]=1[NH:22][C:23]([C:25]1[NH:26][C:27]2[C:32]([CH:33]=1)=[CH:31][C:30]([O:34][CH3:35])=[C:29]([O:36][CH3:37])[C:28]=2[O:38][CH3:39])=[O:24]. The yield is 0.910. (6) The reactants are Cl.C[O:3][C:4]1[CH:9]=[C:8]([C:10]2[C:18]3[N:17]4[CH:19]=[N:20][N:21]=[C:16]4[CH:15]=[N:14][C:13]=3[NH:12][CH:11]=2)[CH:7]=[CH:6][N:5]=1.[OH-].[Na+].C1C(=O)N(Br)C(=O)C1.S(Cl)(C1C=CC(C)=CC=1)(=O)=O.[H-].[Na+].COC1C=C([Sn](CCCC)(CCCC)CCCC)C=CN=1. The catalyst is CCO.O.C1C=CC([P]([Pd]([P](C2C=CC=CC=2)(C2C=CC=CC=2)C2C=CC=CC=2)([P](C2C=CC=CC=2)(C2C=CC=CC=2)C2C=CC=CC=2)[P](C2C=CC=CC=2)(C2C=CC=CC=2)C2C=CC=CC=2)(C2C=CC=CC=2)C2C=CC=CC=2)=CC=1. The product is [CH:19]1[N:17]2[C:18]3[C:10]([C:8]4[CH:7]=[CH:6][NH:5][C:4](=[O:3])[CH:9]=4)=[CH:11][NH:12][C:13]=3[N:14]=[CH:15][C:16]2=[N:21][N:20]=1. The yield is 0.940. (7) The reactants are C([N:4]1[C:12]2[C:7](=[CH:8][CH:9]=[CH:10][CH:11]=2)[C:6]([C:13]2[N:14]=[N:15][N:16]([C:18]3[CH:23]=[CH:22][C:21]([CH:24]4[CH2:29][CH2:28][N:27]([C:30](=[O:32])[CH3:31])[CH2:26][CH2:25]4)=[CH:20][CH:19]=3)[CH:17]=2)=[N:5]1)(=O)C.C(=O)([O-])[O-].[K+].[K+].C(Cl)Cl. The catalyst is CO.O. The product is [C:30]([N:27]1[CH2:26][CH2:25][CH:24]([C:21]2[CH:22]=[CH:23][C:18]([N:16]3[CH:17]=[C:13]([C:6]4[C:7]5[C:12](=[CH:11][CH:10]=[CH:9][CH:8]=5)[NH:4][N:5]=4)[N:14]=[N:15]3)=[CH:19][CH:20]=2)[CH2:29][CH2:28]1)(=[O:32])[CH3:31]. The yield is 0.460. (8) The reactants are C([O:3][C:4](=[O:21])[CH2:5][O:6][C:7]1[C:8]([Cl:20])=[N:9][C:10]([Cl:19])=[N:11][C:12]=1[N:13]1[CH2:18][CH2:17][O:16][CH2:15][CH2:14]1)C.[Li+].[OH-]. The catalyst is C1COCC1.O. The product is [Cl:19][C:10]1[N:9]=[C:8]([Cl:20])[C:7]([O:6][CH2:5][C:4]([OH:21])=[O:3])=[C:12]([N:13]2[CH2:14][CH2:15][O:16][CH2:17][CH2:18]2)[N:11]=1. The yield is 0.970.